This data is from Full USPTO retrosynthesis dataset with 1.9M reactions from patents (1976-2016). The task is: Predict the reactants needed to synthesize the given product. (1) Given the product [ClH:1].[CH2:14]([N:12]([CH3:13])[C:10](=[O:11])[C:9]1[CH:21]=[CH:22][C:6]([C@@H:4]2[CH2:5][C@H:3]2[NH:2][CH2:31][CH:28]2[CH2:30][CH2:29]2)=[CH:7][CH:8]=1)[C:15]1[CH:16]=[CH:17][CH:18]=[CH:19][CH:20]=1, predict the reactants needed to synthesize it. The reactants are: [ClH:1].[NH2:2][C@@H:3]1[CH2:5][C@H:4]1[C:6]1[CH:22]=[CH:21][C:9]([C:10]([N:12]([CH2:14][C:15]2[CH:20]=[CH:19][CH:18]=[CH:17][CH:16]=2)[CH3:13])=[O:11])=[CH:8][CH:7]=1.C(=O)([O-])O.[Na+].[CH:28]1([CH:31]=O)[CH2:30][CH2:29]1.[BH4-].[Na+]. (2) Given the product [C:31]([C:2]1[CH:11]=[C:10]([CH3:12])[C:5]([C:6]([O:8][CH3:9])=[O:7])=[C:4]([F:13])[CH:3]=1)([CH3:34])([CH3:33])[CH3:32], predict the reactants needed to synthesize it. The reactants are: Br[C:2]1[CH:11]=[C:10]([CH3:12])[C:5]([C:6]([O:8][CH3:9])=[O:7])=[C:4]([F:13])[CH:3]=1.C1(N2C=C[N+](C3CCCCC3)=C2)CCCCC1.[C:31]([Mg]Br)([CH3:34])([CH3:33])[CH3:32].Cl.